Dataset: Catalyst prediction with 721,799 reactions and 888 catalyst types from USPTO. Task: Predict which catalyst facilitates the given reaction. Reactant: [N+:1]([C:4]1[CH:5]=[C:6]2[C:10](=[CH:11][CH:12]=1)[NH:9][N:8]=[CH:7]2)([O-:3])=[O:2].[F:13][C:14]1[CH:15]=[C:16]([CH:19]=[CH:20][CH:21]=1)[CH2:17]Br.C(=O)([O-])[O-].[K+].[K+]. Product: [N+:1]([C:4]1[CH:5]=[C:6]2[C:10](=[CH:11][CH:12]=1)[N:9]([CH2:17][C:16]1[CH:19]=[CH:20][CH:21]=[C:14]([F:13])[CH:15]=1)[N:8]=[CH:7]2)([O-:3])=[O:2].[N+:1]([C:4]1[CH:12]=[CH:11][C:10]2[C:6](=[CH:7][N:8]([CH2:17][C:16]3[CH:19]=[CH:20][CH:21]=[C:14]([F:13])[CH:15]=3)[N:9]=2)[CH:5]=1)([O-:3])=[O:2]. The catalyst class is: 10.